From a dataset of HIV replication inhibition screening data with 41,000+ compounds from the AIDS Antiviral Screen. Binary Classification. Given a drug SMILES string, predict its activity (active/inactive) in a high-throughput screening assay against a specified biological target. (1) The compound is O=[N+]([O-])c1ccc2cnc(O)nc2c1. The result is 0 (inactive). (2) The compound is CC(C)(C)c1noc2c1C(=O)c1ccccc1-2. The result is 0 (inactive). (3) The drug is CNc1nc(N(C)C)nc(N(C)C)n1. The result is 0 (inactive). (4) The compound is Cc1cc(=O)oc2c(CNC(C(=O)O)C(C)O)c(O)ccc12. The result is 0 (inactive). (5) The drug is CCOC(=O)c1c(-c2cccc3ccccc23)c(C#N)c(=S)n(C2OC(COC(C)=O)C(OC(C)=O)C(OC(C)=O)C2OC(C)=O)c1C. The result is 0 (inactive). (6) The result is 0 (inactive). The molecule is COC(=O)C1C(C(=O)OC)C1(Br)CBr.